From a dataset of Forward reaction prediction with 1.9M reactions from USPTO patents (1976-2016). Predict the product of the given reaction. (1) Given the reactants Br[CH2:2][CH2:3][NH:4][C:5](=[O:11])[O:6][C:7]([CH3:10])([CH3:9])[CH3:8].[CH3:12][C:13]([S-:16])([CH3:15])[CH3:14].[Na+].O, predict the reaction product. The product is: [C:13]([S:16][CH2:2][CH2:3][NH:4][C:5](=[O:11])[O:6][C:7]([CH3:10])([CH3:9])[CH3:8])([CH3:15])([CH3:14])[CH3:12]. (2) Given the reactants Br[C:2]1[CH:3]=[CH:4][C:5]2[S:13][C:12]3[CH2:11][CH2:10][N:9]([C:14]([O:16][C:17]([CH3:20])([CH3:19])[CH3:18])=[O:15])[CH2:8][C:7]=3[C:6]=2[CH:21]=1.[CH2:22]([O:29][C:30]1[CH:35]=[CH:34][NH:33][C:32](=[O:36])[CH:31]=1)[C:23]1[CH:28]=[CH:27][CH:26]=[CH:25][CH:24]=1, predict the reaction product. The product is: [CH2:22]([O:29][C:30]1[CH:35]=[CH:34][N:33]([C:2]2[CH:3]=[CH:4][C:5]3[S:13][C:12]4[CH2:11][CH2:10][N:9]([C:14]([O:16][C:17]([CH3:20])([CH3:19])[CH3:18])=[O:15])[CH2:8][C:7]=4[C:6]=3[CH:21]=2)[C:32](=[O:36])[CH:31]=1)[C:23]1[CH:24]=[CH:25][CH:26]=[CH:27][CH:28]=1. (3) The product is: [Br:25][CH2:26][CH2:27][CH2:28][CH2:29][N:16]1[C:17]2[CH:22]=[CH:21][CH:20]=[CH:19][C:18]=2[N:14]([C:11]2[CH:12]=[CH:13][C:8]([Cl:7])=[CH:9][CH:10]=2)[S:15]1(=[O:23])=[O:24]. Given the reactants C(=O)([O-])[O-].[Cs+].[Cs+].[Cl:7][C:8]1[CH:13]=[CH:12][C:11]([N:14]2[C:18]3[CH:19]=[CH:20][CH:21]=[CH:22][C:17]=3[NH:16][S:15]2(=[O:24])=[O:23])=[CH:10][CH:9]=1.[Br:25][CH2:26][CH2:27][CH2:28][CH2:29]Br, predict the reaction product. (4) Given the reactants [CH3:1][C:2]1[CH:24]=[N:23][C:5]2[N:6]([C:11]([O:13]C3C=CC([N+]([O-])=O)=CC=3)=O)[CH2:7][C:8](=[O:10])[NH:9][C:4]=2[CH:3]=1.[O:25]1[CH2:30][CH2:29][CH:28]([CH2:31][CH:32]([C:34]2[CH:39]=[CH:38][C:37]([O:40][C:41]([F:44])([F:43])[F:42])=[CH:36][CH:35]=2)[NH2:33])[CH2:27][CH2:26]1.C(N(CC)CC)C.O, predict the reaction product. The product is: [CH3:1][C:2]1[CH:24]=[N:23][C:5]2[N:6]([C:11]([NH:33][CH:32]([C:34]3[CH:39]=[CH:38][C:37]([O:40][C:41]([F:44])([F:42])[F:43])=[CH:36][CH:35]=3)[CH2:31][CH:28]3[CH2:27][CH2:26][O:25][CH2:30][CH2:29]3)=[O:13])[CH2:7][C:8](=[O:10])[NH:9][C:4]=2[CH:3]=1. (5) Given the reactants [C:1]([C:3]1[CH:8]=[CH:7][CH:6]=[CH:5][C:4]=1[C:9]1[CH:14]=[CH:13][C:12]([CH2:15][CH:16]([C:22](=O)[CH2:23][CH2:24][CH3:25])[C:17](OCC)=[O:18])=[CH:11][CH:10]=1)#[N:2].[CH3:27][O:28][CH2:29][C:30]1[NH:31][C:32]([NH:35][CH:36]([CH3:39])[CH2:37][CH3:38])=[N:33][N:34]=1, predict the reaction product. The product is: [CH3:27][O:28][CH2:29][C:30]1[N:31]=[C:32]2[N:35]([CH:36]([CH3:39])[CH2:37][CH3:38])[C:17](=[O:18])[C:16]([CH2:15][C:12]3[CH:13]=[CH:14][C:9]([C:4]4[C:3]([C:1]#[N:2])=[CH:8][CH:7]=[CH:6][CH:5]=4)=[CH:10][CH:11]=3)=[C:22]([CH2:23][CH2:24][CH3:25])[N:33]2[N:34]=1. (6) Given the reactants [F:1][C:2]1[CH:24]=[CH:23][CH:22]=[CH:21][C:3]=1[CH2:4][O:5][C:6]1[CH:11]=[CH:10][C:9]([N+:12]([O-])=O)=[CH:8][C:7]=1[C:15]#[C:16][Si](C)(C)C.C(O)C.C(=O)([O-])[O-].[K+].[K+], predict the reaction product. The product is: [C:15]([C:7]1[CH:8]=[C:9]([CH:10]=[CH:11][C:6]=1[O:5][CH2:4][C:3]1[CH:21]=[CH:22][CH:23]=[CH:24][C:2]=1[F:1])[NH2:12])#[CH:16].